From a dataset of Full USPTO retrosynthesis dataset with 1.9M reactions from patents (1976-2016). Predict the reactants needed to synthesize the given product. (1) Given the product [CH2:1]([O:8][C:9]1[CH:18]=[C:17]2[C:12]([C:13]([Cl:22])=[N:14][CH:15]=[N:16]2)=[CH:11][CH:10]=1)[C:2]1[CH:7]=[CH:6][CH:5]=[CH:4][CH:3]=1, predict the reactants needed to synthesize it. The reactants are: [CH2:1]([O:8][C:9]1[CH:18]=[C:17]2[C:12]([C:13](=O)[NH:14][CH:15]=[N:16]2)=[CH:11][CH:10]=1)[C:2]1[CH:7]=[CH:6][CH:5]=[CH:4][CH:3]=1.S(Cl)([Cl:22])=O. (2) Given the product [NH2:1][C:2]1[CH:3]=[C:4]([CH:8]=[CH:9][C:10]=1[CH3:11])[C:5]([N:23]1[CH2:24][CH2:25][CH:20]([C:17]2[CH:18]=[CH:19][C:14]([C:12]#[N:13])=[CH:15][CH:16]=2)[CH2:21][CH2:22]1)=[O:7], predict the reactants needed to synthesize it. The reactants are: [NH2:1][C:2]1[CH:3]=[C:4]([CH:8]=[CH:9][C:10]=1[CH3:11])[C:5]([OH:7])=O.[C:12]([C:14]1[CH:19]=[CH:18][C:17]([CH:20]2[CH2:25][CH2:24][NH:23][CH2:22][CH2:21]2)=[CH:16][CH:15]=1)#[N:13].Cl.CN(C)CCCN=C=NCC.C(OCC)(=O)C. (3) The reactants are: [CH3:1][C:2]1[CH:11]=[CH:10][C:9]2[C:4](=[CH:5][CH:6]=C(N)[CH:8]=2)[N:3]=1.[H-].[Na+].CI.[CH3:17][N:18]([CH:20]=O)[CH3:19]. Given the product [CH3:1][C:2]1[CH:11]=[CH:10][C:9]2[CH:8]=[C:20]([N:18]([CH3:19])[CH3:17])[CH:6]=[CH:5][C:4]=2[N:3]=1, predict the reactants needed to synthesize it. (4) Given the product [CH3:16][O:15][C:12]1[CH:13]=[CH:14][C:9]([C:7](=[O:8])[CH3:6])=[CH:10][CH:11]=1, predict the reactants needed to synthesize it. The reactants are: COC1C=CC=CC=1O[CH2:6][CH:7]([C:9]1[CH:14]=[CH:13][C:12]([O:15][CH3:16])=[CH:11][CH:10]=1)[OH:8].[O-]S([O-])(=O)=O.[Mg+2]. (5) Given the product [C:1]([O:5][C:6]([NH:8][C:9]1[CH2:10][C:11]([C:24](=[O:33])[N:25]([CH2:29][CH2:30][CH2:31][OH:32])[CH2:26][CH2:27][CH3:28])=[CH:12][C:13]2[CH:19]=[CH:18][C:17]([C:20]([OH:22])=[O:21])=[CH:16][C:14]=2[N:15]=1)=[O:7])([CH3:2])([CH3:3])[CH3:4], predict the reactants needed to synthesize it. The reactants are: [C:1]([O:5][C:6]([NH:8][C:9]1[CH2:10][C:11]([C:24](=[O:33])[N:25]([CH2:29][CH2:30][CH2:31][OH:32])[CH2:26][CH2:27][CH3:28])=[CH:12][C:13]2[CH:19]=[CH:18][C:17]([C:20]([O:22]C)=[O:21])=[CH:16][C:14]=2[N:15]=1)=[O:7])([CH3:4])([CH3:3])[CH3:2].[Li+].[OH-].C(O)(=O)CC(CC(O)=O)(C(O)=O)O.